This data is from Full USPTO retrosynthesis dataset with 1.9M reactions from patents (1976-2016). The task is: Predict the reactants needed to synthesize the given product. (1) Given the product [Cl:1][C:2]1[CH:3]=[C:4]([C:9](=[O:15])[CH2:10][CH2:11][C:12]2[O:14][N:42]=[C:40]([CH3:41])[N:39]=2)[CH:5]=[CH:6][C:7]=1[Cl:8], predict the reactants needed to synthesize it. The reactants are: [Cl:1][C:2]1[CH:3]=[C:4]([C:9](=[O:15])[CH2:10][CH2:11][C:12]([OH:14])=O)[CH:5]=[CH:6][C:7]=1[Cl:8].CCN=C=NCCCN(C)C.Cl.C1C=CC2N(O)N=NC=2C=1.O[NH:39][C:40](=[NH:42])[CH3:41].C(N(CC)CC)C. (2) Given the product [ClH:9].[NH:7]([C:10]([C:12]1[C:16]([CH3:17])=[CH:15][N:14]([C:18]2[C:27]3[C:22](=[CH:23][CH:24]=[CH:25][CH:26]=3)[CH:21]=[CH:20][N:19]=2)[CH:13]=1)=[O:11])[C:6]([NH2:8])=[NH:5], predict the reactants needed to synthesize it. The reactants are: C[O-].[Na+].Cl.[NH2:5][C:6]([NH2:8])=[NH:7].[Cl:9][C:10]([C:12]1[C:16]([CH3:17])=[CH:15][N:14]([C:18]2[C:27]3[C:22](=[CH:23][CH:24]=[CH:25][CH:26]=3)[CH:21]=[CH:20][N:19]=2)[CH:13]=1)=[O:11].